Dataset: Peptide-MHC class II binding affinity with 134,281 pairs from IEDB. Task: Regression. Given a peptide amino acid sequence and an MHC pseudo amino acid sequence, predict their binding affinity value. This is MHC class II binding data. The peptide sequence is INELIASGSEKLASV. The MHC is DRB1_1501 with pseudo-sequence DRB1_1501. The binding affinity (normalized) is 0.755.